Dataset: Reaction yield outcomes from USPTO patents with 853,638 reactions. Task: Predict the reaction yield, written as a fraction of the theoretical maximum amount of product (1.0 means a 100% yield; for example, 0.34 means a 34% yield). (1) No catalyst specified. The yield is 0.370. The product is [CH:15]([C:12]1[CH:11]=[CH:10][C:9]([CH:6]2[C:5]3[C:18]([CH3:28])=[C:19]([NH:20][C:21](=[O:27])[CH2:22][C:23]([CH3:24])([CH3:25])[CH3:26])[C:2]([O:38][CH3:36])=[C:3]([CH3:29])[C:4]=3[O:8][CH2:7]2)=[CH:14][CH:13]=1)([CH3:17])[CH3:16]. The reactants are Br[C:2]1[C:19]([NH:20][C:21](=[O:27])[CH2:22][C:23]([CH3:26])([CH3:25])[CH3:24])=[C:18]([CH3:28])[C:5]2[CH:6]([C:9]3[CH:14]=[CH:13][C:12]([CH:15]([CH3:17])[CH3:16])=[CH:11][CH:10]=3)[CH2:7][O:8][C:4]=2[C:3]=1[CH3:29].CCCCCC.[C:36](OCC)(=[O:38])C. (2) The reactants are [C:1]([O:5][C:6](=[O:13])[NH:7][CH2:8][CH:9]=[CH:10][CH2:11]Cl)([CH3:4])([CH3:3])[CH3:2].C(N(C(C)C)CC)(C)C.[C:23]([O:27][C:28]([N:30]1[C:34]2[CH:35]=[CH:36][CH:37]=[CH:38][C:33]=2[N:32]=[C:31]1[CH2:39][NH:40][CH:41]1[C:50]2[N:49]=[CH:48][CH:47]=[CH:46][C:45]=2[CH2:44][CH2:43][CH2:42]1)=[O:29])([CH3:26])([CH3:25])[CH3:24]. The catalyst is C(#N)C.[I-].[K+]. The product is [C:23]([O:27][C:28]([N:30]1[C:34]2[CH:35]=[CH:36][CH:37]=[CH:38][C:33]=2[N:32]=[C:31]1[CH2:39][N:40]([CH2:11]/[CH:10]=[CH:9]\[CH2:8][NH:7][C:6]([O:5][C:1]([CH3:2])([CH3:4])[CH3:3])=[O:13])[C@@H:41]1[C:50]2[N:49]=[CH:48][CH:47]=[CH:46][C:45]=2[CH2:44][CH2:43][CH2:42]1)=[O:29])([CH3:26])([CH3:24])[CH3:25]. The yield is 0.880. (3) The reactants are [C:1]([N:8]1[CH2:13][CH2:12][N:11]2[CH2:14][C@H:15]([CH2:18][OH:19])[CH2:16][CH2:17][C@H:10]2[CH2:9]1)([O:3][C:4]([CH3:7])([CH3:6])[CH3:5])=[O:2].C(N(CC)CC)C.[CH3:27][S:28](Cl)(=[O:30])=[O:29].[OH-].[Na+]. The catalyst is C(Cl)Cl.O. The product is [C:1]([N:8]1[CH2:13][CH2:12][N:11]2[CH2:14][C@H:15]([CH2:18][O:19][S:28]([CH3:27])(=[O:30])=[O:29])[CH2:16][CH2:17][C@H:10]2[CH2:9]1)([O:3][C:4]([CH3:7])([CH3:6])[CH3:5])=[O:2]. The yield is 1.00.